From a dataset of Forward reaction prediction with 1.9M reactions from USPTO patents (1976-2016). Predict the product of the given reaction. (1) Given the reactants [OH:1][C:2]1[C:3]([C:17]2[CH:22]=[CH:21][CH:20]=[CH:19][CH:18]=2)=[N:4][C:5]([O:10][C:11]2[CH:16]=[CH:15][CH:14]=[CH:13][CH:12]=2)=[CH:6][C:7]=1[CH:8]=O.[F:23][C:24]1[CH:30]=[CH:29][C:27]([NH2:28])=[CH:26][C:25]=1[Cl:31].[Si](OS(C(F)(F)F)(=O)=O)(C)(C)C.[Si]([C:48]#[N:49])(C)(C)C, predict the reaction product. The product is: [Cl:31][C:25]1[CH:26]=[C:27]([NH:28][C:8]2[C:7]3[C:2](=[C:3]([C:17]4[CH:18]=[CH:19][CH:20]=[CH:21][CH:22]=4)[N:4]=[C:5]([O:10][C:11]4[CH:16]=[CH:15][CH:14]=[CH:13][CH:12]=4)[CH:6]=3)[O:1][C:48]=2[NH2:49])[CH:29]=[CH:30][C:24]=1[F:23]. (2) Given the reactants [CH3:1][O:2][C:3]1[CH:10]=[C:9]([C:11]([F:14])([F:13])[F:12])[CH:8]=[CH:7][C:4]=1[CH:5]=O.[O-]S([O-])(=O)=O.[Mg+2].Br.[CH2:22]([S:29][C:30]1[CH:31]=[C:32]([CH2:36][CH2:37][NH2:38])[CH:33]=[CH:34][CH:35]=1)[C:23]1[CH:28]=[CH:27][CH:26]=[CH:25][CH:24]=1.C(N(CC)CC)C, predict the reaction product. The product is: [CH2:22]([S:29][C:30]1[CH:31]=[C:32]2[C:33](=[CH:34][CH:35]=1)[CH:5]([C:4]1[CH:7]=[CH:8][C:9]([C:11]([F:14])([F:13])[F:12])=[CH:10][C:3]=1[O:2][CH3:1])[NH:38][CH2:37][CH2:36]2)[C:23]1[CH:24]=[CH:25][CH:26]=[CH:27][CH:28]=1. (3) Given the reactants OC(C(F)(F)F)=O.[NH:8]1[CH2:11][CH:10]([NH:12][C:13](=[O:32])[CH2:14][NH:15][C:16]2[C:24]3[C:19](=[CH:20][CH:21]=[C:22]([CH:25]([F:30])[C:26]([F:29])([F:28])[F:27])[CH:23]=3)[N:18]([CH3:31])[N:17]=2)[CH2:9]1.[OH:33][C:34]1([C:41]2[S:42][CH:43]=[CH:44][N:45]=2)[CH2:39][CH2:38][C:37](=O)[CH2:36][CH2:35]1, predict the reaction product. The product is: [OH:33][C:34]1([C:41]2[S:42][CH:43]=[CH:44][N:45]=2)[CH2:35][CH2:36][CH:37]([N:8]2[CH2:11][CH:10]([NH:12][C:13](=[O:32])[CH2:14][NH:15][C:16]3[C:24]4[C:19](=[CH:20][CH:21]=[C:22]([CH:25]([F:30])[C:26]([F:29])([F:28])[F:27])[CH:23]=4)[N:18]([CH3:31])[N:17]=3)[CH2:9]2)[CH2:38][CH2:39]1. (4) Given the reactants [CH2:1]([N:8]([CH3:34])[C:9]([CH:11]1[C:23]2[C:22]3[C:17](=[CH:18][CH:19]=[CH:20][CH:21]=3)[N:16]([CH2:24][CH2:25][O:26]CC3C=CC=CC=3)[C:15]=2[CH2:14][CH2:13][CH2:12]1)=[O:10])[C:2]1[CH:7]=[CH:6][CH:5]=[CH:4][CH:3]=1, predict the reaction product. The product is: [CH2:1]([N:8]([CH3:34])[C:9]([CH:11]1[C:23]2[C:22]3[C:17](=[CH:18][CH:19]=[CH:20][CH:21]=3)[N:16]([CH2:24][CH2:25][OH:26])[C:15]=2[CH2:14][CH2:13][CH2:12]1)=[O:10])[C:2]1[CH:3]=[CH:4][CH:5]=[CH:6][CH:7]=1. (5) Given the reactants [Cl:1][C:2]1[CH:3]=[C:4]2[C:11](=[CH:12][CH:13]=1)[C:7]([CH2:8][CH2:9][NH2:10])=[CH:6][NH:5]2.[F:14][CH2:15][CH2:16][CH2:17][O:18][C:19]1[CH:20]=[C:21]([CH:24]=[CH:25][CH:26]=1)[CH:22]=O.[BH4-].[Na+].N.[Cl-].[NH4+], predict the reaction product. The product is: [Cl:1][C:2]1[CH:3]=[C:4]2[C:11]([C:7]([CH2:8][CH2:9][NH:10][CH2:22][C:21]3[CH:24]=[CH:25][CH:26]=[C:19]([O:18][CH2:17][CH2:16][CH2:15][F:14])[CH:20]=3)=[CH:6][NH:5]2)=[CH:12][CH:13]=1. (6) Given the reactants I[C:2]1[N:7]=[C:6]([C:8]([O:10][CH3:11])=[O:9])[C:5](=[O:12])[N:4]([C:13]2[CH:18]=[CH:17][CH:16]=[C:15]([C:19]([F:22])([F:21])[F:20])[CH:14]=2)[C:3]=1[CH3:23].[Cl:24][C:25]1[CH:30]=[CH:29][C:28]([N:31]2[C:35]([Sn](CCCC)(CCCC)CCCC)=[CH:34][CH:33]=[N:32]2)=[CH:27][CH:26]=1, predict the reaction product. The product is: [Cl:24][C:25]1[CH:26]=[CH:27][C:28]([N:31]2[C:35]([C:2]3[N:7]=[C:6]([C:8]([O:10][CH3:11])=[O:9])[C:5](=[O:12])[N:4]([C:13]4[CH:18]=[CH:17][CH:16]=[C:15]([C:19]([F:22])([F:21])[F:20])[CH:14]=4)[C:3]=3[CH3:23])=[CH:34][CH:33]=[N:32]2)=[CH:29][CH:30]=1.